This data is from Full USPTO retrosynthesis dataset with 1.9M reactions from patents (1976-2016). The task is: Predict the reactants needed to synthesize the given product. (1) Given the product [S:1]1[C:5]([C:6]2[C:7]([O:27][CH3:28])=[CH:8][C:9]([O:25][CH3:26])=[C:10](/[CH:12]=[CH:13]/[C:14]([C:16]3[CH:24]=[CH:23][C:19]([C:20]([NH:41][CH2:40][CH2:39][N:33]4[CH2:38][CH2:37][O:36][CH2:35][CH2:34]4)=[O:21])=[CH:18][CH:17]=3)=[O:15])[CH:11]=2)=[CH:4][C:3]2[CH:29]=[CH:30][CH:31]=[CH:32][C:2]1=2, predict the reactants needed to synthesize it. The reactants are: [S:1]1[C:5]([C:6]2[C:7]([O:27][CH3:28])=[CH:8][C:9]([O:25][CH3:26])=[C:10](/[CH:12]=[CH:13]/[C:14]([C:16]3[CH:24]=[CH:23][C:19]([C:20](O)=[O:21])=[CH:18][CH:17]=3)=[O:15])[CH:11]=2)=[CH:4][C:3]2[CH:29]=[CH:30][CH:31]=[CH:32][C:2]1=2.[N:33]1([CH2:39][CH2:40][NH2:41])[CH2:38][CH2:37][O:36][CH2:35][CH2:34]1.Cl.CN(C)CCCN=C=NCC. (2) Given the product [Br:1][C:2]1[CH:7]=[C:6]([N+:8]([O-:28])=[O:49])[C:5]([OH:15])=[C:4]([C:17]([CH3:20])([CH3:19])[CH3:18])[CH:3]=1, predict the reactants needed to synthesize it. The reactants are: [Br:1][C:2]1[CH:3]=[C:4]([C:17]([CH3:20])([CH3:19])[CH3:18])[C:5]([O:15]C)=[C:6]([N:8]2CCC(O)CC2)[CH:7]=1.C([Sn](CCCC)(CCCC)C([O:28]CC)=C)CCC.[F-].[Cs+].BrN1C(=O)CCC1=O.[OH2:49]. (3) The reactants are: [CH3:1][S:2]([C:5]1[S:9][C:8]([N:10]2[C:14](=[O:15])[CH2:13][C:12]3([CH2:20][CH2:19][NH:18][CH2:17][CH2:16]3)[CH2:11]2)=[N:7][CH:6]=1)(=[O:4])=[O:3].[CH3:21][C:22]1[C:30]([C@@H:31]2[CH2:33][O:32]2)=[CH:29][CH:28]=[C:27]2[C:23]=1[CH2:24][O:25][C:26]2=[O:34]. Given the product [OH:32][C@H:31]([C:30]1[C:22]([CH3:21])=[C:23]2[C:27](=[CH:28][CH:29]=1)[C:26](=[O:34])[O:25][CH2:24]2)[CH2:33][N:18]1[CH2:19][CH2:20][C:12]2([CH2:11][N:10]([C:8]3[S:9][C:5]([S:2]([CH3:1])(=[O:3])=[O:4])=[CH:6][N:7]=3)[C:14](=[O:15])[CH2:13]2)[CH2:16][CH2:17]1, predict the reactants needed to synthesize it.